Dataset: Reaction yield outcomes from USPTO patents with 853,638 reactions. Task: Predict the reaction yield, written as a fraction of the theoretical maximum amount of product (1.0 means a 100% yield; for example, 0.34 means a 34% yield). (1) The reactants are [CH:1]([C:4]1[CH:9]=[CH:8][C:7]([CH:10]2[C:14]3[C:15]([CH3:32])=[C:16]([N:21]4[C:29](=O)[C:28]5[C:23](=[CH:24][CH:25]=[CH:26][CH:27]=5)[C:22]4=O)[C:17]([CH3:20])=[C:18]([CH3:19])[C:13]=3[O:12][C:11]2([CH3:34])[CH3:33])=[CH:6][CH:5]=1)([CH3:3])[CH3:2]. The catalyst is CCCCCC. The product is [CH:1]([C:4]1[CH:9]=[CH:8][C:7]([CH:10]2[C:14]3[C:15]([CH3:32])=[C:16]([N:21]4[CH2:22][C:23]5[C:28](=[CH:27][CH:26]=[CH:25][CH:24]=5)[CH2:29]4)[C:17]([CH3:20])=[C:18]([CH3:19])[C:13]=3[O:12][C:11]2([CH3:34])[CH3:33])=[CH:6][CH:5]=1)([CH3:3])[CH3:2]. The yield is 0.570. (2) The reactants are [Cl:1][C:2]1[CH:7]=[C:6]([Cl:8])[CH:5]=[C:4]([Cl:9])[C:3]=1/[CH:10]=[C:11](/[N+]([O-])=O)\[CH3:12].Cl.[OH2:17]. The catalyst is CO.[Fe]. The product is [Cl:1][C:2]1[CH:7]=[C:6]([Cl:8])[CH:5]=[C:4]([Cl:9])[C:3]=1[CH2:10][C:11](=[O:17])[CH3:12]. The yield is 0.833. (3) The reactants are [C:1]([C:5]1[CH:6]=[C:7]2[C:12](=[C:13]([F:15])[CH:14]=1)[C:11](=[O:16])[N:10]([C:17]1[C:22]([CH2:23][OH:24])=[C:21]([C:25]3[CH:30]=[C:29]([N:31]=C(C4C=CC=CC=4)C4C=CC=CC=4)[C:28](=[O:45])[N:27]([CH3:46])[CH:26]=3)[CH:20]=[CH:19][N:18]=1)[N:9]=[CH:8]2)([CH3:4])([CH3:3])[CH3:2]. The catalyst is Cl.O1CCOCC1. The product is [NH2:31][C:29]1[C:28](=[O:45])[N:27]([CH3:46])[CH:26]=[C:25]([C:21]2[CH:20]=[CH:19][N:18]=[C:17]([N:10]3[N:9]=[CH:8][C:7]4[C:12](=[C:13]([F:15])[CH:14]=[C:5]([C:1]([CH3:4])([CH3:2])[CH3:3])[CH:6]=4)[C:11]3=[O:16])[C:22]=2[CH2:23][OH:24])[CH:30]=1. The yield is 0.500. (4) The reactants are [Br:1][C:2]1[C:3](F)=[C:4]2[C:10]([NH:11][C:12]([C:14]3([C:17]([F:20])([F:19])[F:18])[CH2:16][CH2:15]3)=[O:13])=[CH:9][NH:8][C:5]2=[N:6][CH:7]=1.[NH:22]1[CH2:27][CH2:26][CH2:25][C@@H:24]([NH:28][C:29](=[O:35])[O:30][C:31]([CH3:34])([CH3:33])[CH3:32])[CH2:23]1. The catalyst is CCCCO. The product is [Br:1][C:2]1[C:3]([N:22]2[CH2:27][CH2:26][CH2:25][C@@H:24]([NH:28][C:29](=[O:35])[O:30][C:31]([CH3:33])([CH3:32])[CH3:34])[CH2:23]2)=[C:4]2[C:10]([NH:11][C:12]([C:14]3([C:17]([F:20])([F:19])[F:18])[CH2:16][CH2:15]3)=[O:13])=[CH:9][NH:8][C:5]2=[N:6][CH:7]=1. The yield is 0.190. (5) The reactants are O[Li].O.C([O:7][CH:8]1[C:12]2[N:13]=[CH:14][N:15]=[C:16]([N:17]3[CH2:22][CH2:21][N:20]([C:23]([O:25][C:26]([CH3:29])([CH3:28])[CH3:27])=[O:24])[CH2:19][CH2:18]3)[C:11]=2[C@H:10]([CH3:30])[CH2:9]1)(=O)C.C1COCC1.[NH4+].[Cl-]. The catalyst is O. The product is [OH:7][CH:8]1[C:12]2[N:13]=[CH:14][N:15]=[C:16]([N:17]3[CH2:22][CH2:21][N:20]([C:23]([O:25][C:26]([CH3:29])([CH3:28])[CH3:27])=[O:24])[CH2:19][CH2:18]3)[C:11]=2[C@H:10]([CH3:30])[CH2:9]1. The yield is 0.564.